Dataset: Catalyst prediction with 721,799 reactions and 888 catalyst types from USPTO. Task: Predict which catalyst facilitates the given reaction. Reactant: [CH2:1]([O:5][C:6]1[N:14]=[C:13]2[C:9]([N:10]=[C:11]([O:29]C)[N:12]2[CH2:15][CH2:16][N:17]2[CH2:22][CH2:21][N:20]([CH:23]3[CH2:28][CH2:27][CH2:26][CH2:25][CH2:24]3)[CH2:19][CH2:18]2)=[C:8]([NH2:31])[N:7]=1)[CH2:2][CH2:3][CH3:4].CO.[ClH:34]. Product: [ClH:34].[ClH:34].[NH2:31][C:8]1[N:7]=[C:6]([O:5][CH2:1][CH2:2][CH2:3][CH3:4])[N:14]=[C:13]2[C:9]=1[NH:10][C:11](=[O:29])[N:12]2[CH2:15][CH2:16][N:17]1[CH2:18][CH2:19][N:20]([CH:23]2[CH2:24][CH2:25][CH2:26][CH2:27][CH2:28]2)[CH2:21][CH2:22]1. The catalyst class is: 12.